Task: Predict the reactants needed to synthesize the given product.. Dataset: Full USPTO retrosynthesis dataset with 1.9M reactions from patents (1976-2016) (1) Given the product [Cl:8][C:9]1[C:10]([CH3:31])=[C:11]([CH2:15][N:16]2[C:17]3[N:18]=[C:19]([N:25]4[CH2:26][CH2:27][O:28][CH2:29][CH2:30]4)[S:20][C:21]=3[C:22](=[O:23])[N:24]=[C:5]2[CH2:4][CH2:3][O:2][CH3:1])[CH:12]=[CH:13][CH:14]=1, predict the reactants needed to synthesize it. The reactants are: [CH3:1][O:2][CH2:3][CH2:4][C:5](Cl)=O.[Cl:8][C:9]1[C:10]([CH3:31])=[C:11]([CH2:15][NH:16][C:17]2[N:18]=[C:19]([N:25]3[CH2:30][CH2:29][O:28][CH2:27][CH2:26]3)[S:20][C:21]=2[C:22]([NH2:24])=[O:23])[CH:12]=[CH:13][CH:14]=1.[OH-].[Na+].Cl. (2) The reactants are: [C:1]([O:5][C:6]([N:8]1[CH2:13][CH2:12][CH:11]([O:14][C:15]2[N:20]=[CH:19][N:18]=[C:17]([N:21]3[C:29]4[C:24](=[CH:25][C:26]([C:30](O)=[O:31])=[CH:27][CH:28]=4)[CH2:23][CH2:22]3)[C:16]=2[CH3:33])[CH:10]([F:34])[CH2:9]1)=[O:7])([CH3:4])([CH3:3])[CH3:2].C(=O)(OC(C)(C)C)OC(C)(C)C.[N:47]1C=CC=CC=1.C(=O)([O-])O.[NH4+]. Given the product [C:30]([C:26]1[CH:25]=[C:24]2[C:29](=[CH:28][CH:27]=1)[N:21]([C:17]1[N:18]=[CH:19][N:20]=[C:15]([O:14][CH:11]3[CH2:12][CH2:13][N:8]([C:6]([O:5][C:1]([CH3:3])([CH3:2])[CH3:4])=[O:7])[CH2:9][CH:10]3[F:34])[C:16]=1[CH3:33])[CH2:22][CH2:23]2)(=[O:31])[NH2:47], predict the reactants needed to synthesize it. (3) Given the product [CH2:1]([O:3][C:4]([C:6]1([CH2:19][CH:20]=[O:24])[CH2:7][CH2:8][N:9]([C:12]([O:14][C:15]([CH3:18])([CH3:16])[CH3:17])=[O:13])[CH2:10][CH2:11]1)=[O:5])[CH3:2], predict the reactants needed to synthesize it. The reactants are: [CH2:1]([O:3][C:4]([C:6]1([CH2:19][CH:20]=C)[CH2:11][CH2:10][N:9]([C:12]([O:14][C:15]([CH3:18])([CH3:17])[CH3:16])=[O:13])[CH2:8][CH2:7]1)=[O:5])[CH3:2].CC[O:24]C(C)=O. (4) Given the product [CH3:14][C:11]1[N:12]=[CH:13][C:8]([C:6](=[O:7])[CH3:17])=[N:9][CH:10]=1, predict the reactants needed to synthesize it. The reactants are: C[Li].CON(C)[C:6]([C:8]1[CH:13]=[N:12][C:11]([CH3:14])=[CH:10][N:9]=1)=[O:7].O.[C:17](OCC)(=O)C.